From a dataset of Forward reaction prediction with 1.9M reactions from USPTO patents (1976-2016). Predict the product of the given reaction. (1) Given the reactants [Cl:1][C:2]1[C:11]2[C:6](=[CH:7][C:8]([S:12]([O:15]C3C(F)=C(F)C(F)=C(F)C=3F)(=O)=[O:13])=[CH:9][CH:10]=2)[N:5]=[CH:4][CH:3]=1.[S:27]1[CH:31]=[N:30][N:29]=[C:28]1[NH2:32].C(=O)([O-])[O-].[Cs+].[Cs+], predict the reaction product. The product is: [Cl:1][C:2]1[C:11]2[C:6](=[CH:7][C:8]([S:12]([NH:32][C:28]3[S:27][CH:31]=[N:30][N:29]=3)(=[O:15])=[O:13])=[CH:9][CH:10]=2)[N:5]=[CH:4][CH:3]=1. (2) Given the reactants [O:1]1[C:5]2[CH:6]=[CH:7][CH:8]=[CH:9][C:4]=2[CH:3]=[CH:2]1.C([Li])CCC.CON(C)[C:18]([CH:20]([NH:29][C:30]([CH:32]([NH:37][C:38](=[O:47])[O:39][CH2:40][C:41]1[CH:46]=[CH:45][CH:44]=[CH:43][CH:42]=1)[CH2:33][CH:34]([CH3:36])[CH3:35])=[O:31])[CH2:21][CH2:22][C:23]1[CH:28]=[CH:27][CH:26]=[CH:25][CH:24]=1)=[O:19], predict the reaction product. The product is: [O:1]1[C:5]2[CH:6]=[CH:7][CH:8]=[CH:9][C:4]=2[CH:3]=[C:2]1[C:18]([CH:20]([NH:29][C:30]([CH:32]([NH:37][C:38](=[O:47])[O:39][CH2:40][C:41]1[CH:42]=[CH:43][CH:44]=[CH:45][CH:46]=1)[CH2:33][CH:34]([CH3:36])[CH3:35])=[O:31])[CH2:21][CH2:22][C:23]1[CH:28]=[CH:27][CH:26]=[CH:25][CH:24]=1)=[O:19]. (3) Given the reactants [C:1]1([C:7]2[CH:11]=[C:10](CCCCO)[O:9]N=2)C=CC=C[CH:2]=1.[OH:17][N:18]=[C:19](Cl)[CH2:20][C:21]1[CH:26]=[CH:25][CH:24]=[CH:23][CH:22]=1.C(O)CCC#C, predict the reaction product. The product is: [C:21]1([CH2:20][C:19]2[CH:2]=[C:1]([CH2:7][CH2:11][CH2:10][OH:9])[O:17][N:18]=2)[CH:26]=[CH:25][CH:24]=[CH:23][CH:22]=1. (4) The product is: [Cl:1][C:2]1[CH:7]=[CH:6][N:5]=[C:4]([C:8]([NH:10][C:11]2[C:12]([C:22]([NH:29][CH2:28][CH2:27][C:26]#[N:25])=[O:24])=[N:13][N:14]([CH:16]3[CH2:21][CH2:20][CH2:19][CH2:18][O:17]3)[CH:15]=2)=[O:9])[CH:3]=1. Given the reactants [Cl:1][C:2]1[CH:7]=[CH:6][N:5]=[C:4]([C:8]([NH:10][C:11]2[C:12]([C:22]([OH:24])=O)=[N:13][N:14]([CH:16]3[CH2:21][CH2:20][CH2:19][CH2:18][O:17]3)[CH:15]=2)=[O:9])[CH:3]=1.[NH2:25][CH2:26][CH2:27][C:28]#[N:29].CCN=C=NCCCN(C)C.C1C=CC2N(O)N=NC=2C=1.C(=O)([O-])O.[Na+], predict the reaction product.